This data is from Catalyst prediction with 721,799 reactions and 888 catalyst types from USPTO. The task is: Predict which catalyst facilitates the given reaction. (1) The catalyst class is: 2. Product: [Cl:1][C:2]1[CH:7]=[CH:6][C:5]([CH:8]2[CH2:13][CH:12]([C:14]([O:16][CH3:17])=[O:15])[CH2:11][CH2:10][N:9]2[C:27]([O:28][CH3:29])=[O:30])=[CH:4][CH:3]=1. Reactant: [Cl:1][C:2]1[CH:7]=[CH:6][C:5]([CH:8]2[CH2:13][CH:12]([C:14]([O:16][CH3:17])=[O:15])[CH2:11][CH2:10][NH:9]2)=[CH:4][CH:3]=1.CCN(C(C)C)C(C)C.[C:27](Cl)(=[O:30])[O:28][CH3:29]. (2) Reactant: CC[O-].[Na+].[Cl:5][C:6]1[C:11]([CH:12]=O)=[CH:10][CH:9]=[C:8]([Cl:14])[N:7]=1.[CH2:15]([O:17][C:18](=[O:23])[CH2:19][N:20]=[N+:21]=[N-:22])[CH3:16].[NH4+].[Cl-]. The catalyst class is: 14. Product: [CH2:15]([O:17][C:18](=[O:23])/[C:19](/[N:20]=[N+:21]=[N-:22])=[CH:12]/[C:11]1[C:6]([Cl:5])=[N:7][C:8]([Cl:14])=[CH:9][CH:10]=1)[CH3:16]. (3) Reactant: [CH2:1]([N:3]1[CH:7]=[C:6]([NH:8][C:9]2[N:14]=[CH:13][C:12]([CH2:15][CH2:16][C:17]3[CH:18]=[C:19]([CH:24]=[C:25]([O:28][CH3:29])[C:26]=3[F:27])[C:20]([O:22]C)=[O:21])=[CH:11][N:10]=2)[CH:5]=[N:4]1)[CH3:2].[OH-].[Na+]. Product: [CH2:1]([N:3]1[CH:7]=[C:6]([NH:8][C:9]2[N:14]=[CH:13][C:12]([CH2:15][CH2:16][C:17]3[CH:18]=[C:19]([CH:24]=[C:25]([O:28][CH3:29])[C:26]=3[F:27])[C:20]([OH:22])=[O:21])=[CH:11][N:10]=2)[CH:5]=[N:4]1)[CH3:2]. The catalyst class is: 5. (4) Reactant: [CH3:1][C:2]([C:12]1[C:20]2[O:19][CH2:18][CH2:17][C:16]=2[CH:15]=[CH:14][CH:13]=1)([CH3:11])[CH2:3][C:4]1([C:7]([F:10])([F:9])[F:8])[CH2:6][O:5]1.[OH:21][CH2:22][C:23]1[C:28]([CH3:29])=[C:27]([OH:30])[C:26]([CH3:31])=[CH:25][N:24]=1.[O-]CC.[Na+]. Product: [O:19]1[C:20]2[C:12]([C:2]([CH3:1])([CH3:11])[CH2:3][C:4]([OH:5])([C:7]([F:9])([F:10])[F:8])[CH2:6][N:24]3[CH:25]=[C:26]([CH3:31])[C:27](=[O:30])[C:28]([CH3:29])=[C:23]3[CH2:22][OH:21])=[CH:13][CH:14]=[CH:15][C:16]=2[CH2:17][CH2:18]1. The catalyst class is: 162.